From a dataset of Reaction yield outcomes from USPTO patents with 853,638 reactions. Predict the reaction yield, written as a fraction of the theoretical maximum amount of product (1.0 means a 100% yield; for example, 0.34 means a 34% yield). (1) The reactants are [CH3:1][C:2]1[N:3]=[C:4]([C:8]2[C:13]([O:14][C:15]3[C:24]4[C:19](=[CH:20][C:21]([OH:27])=[C:22]([O:25][CH3:26])[CH:23]=4)[N:18]=[CH:17][CH:16]=3)=[CH:12][C:11]([CH3:28])=[C:10]([CH3:29])[N:9]=2)[S:5][C:6]=1[CH3:7].C(=O)([O-])[O-].[K+].[K+].Br[CH2:37][CH2:38][OH:39]. The catalyst is CN(C)C=O. The product is [CH3:1][C:2]1[N:3]=[C:4]([C:8]2[C:13]([O:14][C:15]3[C:24]4[C:19](=[CH:20][C:21]([O:27][CH2:37][CH2:38][OH:39])=[C:22]([O:25][CH3:26])[CH:23]=4)[N:18]=[CH:17][CH:16]=3)=[CH:12][C:11]([CH3:28])=[C:10]([CH3:29])[N:9]=2)[S:5][C:6]=1[CH3:7]. The yield is 1.00. (2) The reactants are C(O[N:5]=[C:6]([C:8]1[CH:13]=[CH:12][CH:11]=[C:10]([CH3:14])[C:9]=1[OH:15])[CH3:7])(=O)C. The catalyst is N1C=CC=CC=1. The product is [CH3:7][C:6]1[C:8]2[CH:13]=[CH:12][CH:11]=[C:10]([CH3:14])[C:9]=2[O:15][N:5]=1. The yield is 0.800.